This data is from Forward reaction prediction with 1.9M reactions from USPTO patents (1976-2016). The task is: Predict the product of the given reaction. Given the reactants [CH3:1][O:2][C:3]1[CH:12]=[C:11]2[C:6]([C:7]([O:13][CH2:14][C:15]3[N:19]4[CH:20]=[C:21]([C:24]([NH:26][CH2:27][CH2:28][N:29](C)[C:30](=O)OC(C)(C)C)=[O:25])[CH:22]=[CH:23][C:18]4=[N:17][N:16]=3)=[CH:8][CH:9]=[N:10]2)=[CH:5][CH:4]=1.COC1C=C2C(C(OCC3N4C=C(C5CCNCC=5)C=CC4=NN=3)=CC=N2)=CC=1, predict the reaction product. The product is: [CH3:1][O:2][C:3]1[CH:12]=[C:11]2[C:6]([C:7]([O:13][CH2:14][C:15]3[N:19]4[CH:20]=[C:21]([C:24]([NH:26][CH2:27][CH2:28][NH:29][CH3:30])=[O:25])[CH:22]=[CH:23][C:18]4=[N:17][N:16]=3)=[CH:8][CH:9]=[N:10]2)=[CH:5][CH:4]=1.